This data is from Peptide-MHC class I binding affinity with 185,985 pairs from IEDB/IMGT. The task is: Regression. Given a peptide amino acid sequence and an MHC pseudo amino acid sequence, predict their binding affinity value. This is MHC class I binding data. (1) The peptide sequence is HAAVRRNAF. The MHC is HLA-B40:01 with pseudo-sequence HLA-B40:01. The binding affinity (normalized) is 0.0847. (2) The peptide sequence is VDICFWSTI. The MHC is HLA-A29:02 with pseudo-sequence HLA-A29:02. The binding affinity (normalized) is 0.